Dataset: Forward reaction prediction with 1.9M reactions from USPTO patents (1976-2016). Task: Predict the product of the given reaction. (1) Given the reactants [F:1][C:2]1[CH:11]=[C:10]2[C:5]([CH:6]=[C:7]([CH:18]3[CH2:22][CH2:21][CH2:20][NH:19]3)[C:8]([C:12]3[CH:13]=[N:14][CH:15]=[CH:16][CH:17]=3)=[N:9]2)=[CH:4][CH:3]=1.CCN(C(C)C)C(C)C.Cl[C:33]1[N:41]=[CH:40][N:39]=[C:38]2[C:34]=1[NH:35][CH:36]=[N:37]2, predict the reaction product. The product is: [N:41]1[C:33]([N:19]2[CH2:20][CH2:21][CH2:22][CH:18]2[C:7]2[C:8]([C:12]3[CH:13]=[N:14][CH:15]=[CH:16][CH:17]=3)=[N:9][C:10]3[C:5]([CH:6]=2)=[CH:4][CH:3]=[C:2]([F:1])[CH:11]=3)=[C:34]2[C:38]([NH:37][CH:36]=[N:35]2)=[N:39][CH:40]=1. (2) Given the reactants [Cl:1][C:2]1[CH:3]=[N:4][N:5]([CH:11]([CH3:13])[CH3:12])[C:6]=1[C:7]([O:9]C)=[O:8].Cl, predict the reaction product. The product is: [Cl:1][C:2]1[CH:3]=[N:4][N:5]([CH:11]([CH3:13])[CH3:12])[C:6]=1[C:7]([OH:9])=[O:8]. (3) Given the reactants [CH3:1][O:2][C:3](=[O:39])[C:4]([N:6]([C:13]1[CH:18]=[CH:17][CH:16]=[CH:15][C:14]=1[C:19](=[O:38])[CH2:20][CH2:21][C:22]1[CH:27]=[CH:26][C:25]([S:28]([N:31]2[CH2:36][CH2:35][N:34]([CH3:37])[CH2:33][CH2:32]2)(=[O:30])=[O:29])=[CH:24][CH:23]=1)[C:7]1[CH:12]=[CH:11][CH:10]=[CH:9][CH:8]=1)=O.C([O-])([O-])=O.[K+].[K+], predict the reaction product. The product is: [CH3:1][O:2][C:3]([C:4]1[N:6]([C:7]2[CH:8]=[CH:9][CH:10]=[CH:11][CH:12]=2)[C:13]2[C:14]([C:19](=[O:38])[C:20]=1[CH2:21][C:22]1[CH:27]=[CH:26][C:25]([S:28]([N:31]3[CH2:36][CH2:35][N:34]([CH3:37])[CH2:33][CH2:32]3)(=[O:29])=[O:30])=[CH:24][CH:23]=1)=[CH:15][CH:16]=[CH:17][CH:18]=2)=[O:39]. (4) Given the reactants [Cl:1][C:2]1[CH:25]=[CH:24][CH:23]=[C:22]([Cl:26])[C:3]=1[CH2:4][C:5]1[S:6][CH:7]=[C:8]([C:10]2[CH:19]=[CH:18][C:17]3[C:12](=[CH:13][CH:14]=[C:15]([O:20]C)[CH:16]=3)[CH:11]=2)[N:9]=1.Br, predict the reaction product. The product is: [Cl:26][C:22]1[CH:23]=[CH:24][CH:25]=[C:2]([Cl:1])[C:3]=1[CH2:4][C:5]1[S:6][CH:7]=[C:8]([C:10]2[CH:11]=[C:12]3[C:17](=[CH:18][CH:19]=2)[CH:16]=[C:15]([OH:20])[CH:14]=[CH:13]3)[N:9]=1.